From a dataset of Forward reaction prediction with 1.9M reactions from USPTO patents (1976-2016). Predict the product of the given reaction. (1) Given the reactants Cl[CH2:2][CH2:3][CH2:4][C:5]([C:7]1[CH:12]=[CH:11][C:10]([O:13][CH3:14])=[CH:9][CH:8]=1)=[O:6].[N-:15]=[N+:16]=[N-:17].[Na+], predict the reaction product. The product is: [N:15]([CH2:2][CH2:3][CH2:4][C:5]([C:7]1[CH:12]=[CH:11][C:10]([O:13][CH3:14])=[CH:9][CH:8]=1)=[O:6])=[N+:16]=[N-:17]. (2) Given the reactants O.C1(C(C2C=CC=CC=2)=NC2C(OCC)=CC=C3C=2C=NC=C3CC2C=C(OC)C(OC)=C(OC)C=2)C=CC=CC=1.[ClH:42].[CH2:43]([O:45][C:46]1[C:55]([NH2:56])=[C:54]2[C:49]([C:50]([C:57](=[O:70])[C:58]3[CH:63]=[C:62]([O:64][CH3:65])[C:61]([O:66][CH3:67])=[C:60]([O:68][CH3:69])[CH:59]=3)=[CH:51][N:52]=[CH:53]2)=[CH:48][CH:47]=1)[CH3:44], predict the reaction product. The product is: [ClH:42].[CH2:43]([O:45][C:46]1[C:55]([NH2:56])=[C:54]2[C:49]([C:50]([C:57](=[O:70])[C:58]3[CH:63]=[C:62]([O:64][CH3:65])[C:61]([O:66][CH3:67])=[C:60]([O:68][CH3:69])[CH:59]=3)=[CH:51][N:52]=[CH:53]2)=[CH:48][CH:47]=1)[CH3:44].